Dataset: NCI-60 drug combinations with 297,098 pairs across 59 cell lines. Task: Regression. Given two drug SMILES strings and cell line genomic features, predict the synergy score measuring deviation from expected non-interaction effect. (1) Drug 1: C1=NC2=C(N1)C(=S)N=C(N2)N. Drug 2: COC1=C2C(=CC3=C1OC=C3)C=CC(=O)O2. Cell line: RPMI-8226. Synergy scores: CSS=1.03, Synergy_ZIP=-1.80, Synergy_Bliss=-18.4, Synergy_Loewe=-45.3, Synergy_HSA=-20.2. (2) Drug 1: C1CN(CCN1C(=O)CCBr)C(=O)CCBr. Drug 2: CCC1(C2=C(COC1=O)C(=O)N3CC4=CC5=C(C=CC(=C5CN(C)C)O)N=C4C3=C2)O.Cl. Cell line: SK-MEL-2. Synergy scores: CSS=35.2, Synergy_ZIP=-7.81, Synergy_Bliss=-10.5, Synergy_Loewe=-10.2, Synergy_HSA=-8.36. (3) Drug 1: C1CC(=O)NC(=O)C1N2CC3=C(C2=O)C=CC=C3N. Drug 2: CS(=O)(=O)CCNCC1=CC=C(O1)C2=CC3=C(C=C2)N=CN=C3NC4=CC(=C(C=C4)OCC5=CC(=CC=C5)F)Cl. Cell line: SN12C. Synergy scores: CSS=6.88, Synergy_ZIP=-3.86, Synergy_Bliss=-3.30, Synergy_Loewe=-2.18, Synergy_HSA=-0.773. (4) Drug 1: CCC1=CC2CC(C3=C(CN(C2)C1)C4=CC=CC=C4N3)(C5=C(C=C6C(=C5)C78CCN9C7C(C=CC9)(C(C(C8N6C)(C(=O)OC)O)OC(=O)C)CC)OC)C(=O)OC.C(C(C(=O)O)O)(C(=O)O)O. Drug 2: COCCOC1=C(C=C2C(=C1)C(=NC=N2)NC3=CC=CC(=C3)C#C)OCCOC.Cl. Cell line: NCIH23. Synergy scores: CSS=49.7, Synergy_ZIP=0.594, Synergy_Bliss=1.78, Synergy_Loewe=2.67, Synergy_HSA=2.74. (5) Drug 1: CC(C1=C(C=CC(=C1Cl)F)Cl)OC2=C(N=CC(=C2)C3=CN(N=C3)C4CCNCC4)N. Drug 2: CC12CCC3C(C1CCC2O)C(CC4=C3C=CC(=C4)O)CCCCCCCCCS(=O)CCCC(C(F)(F)F)(F)F. Cell line: T-47D. Synergy scores: CSS=15.0, Synergy_ZIP=-2.29, Synergy_Bliss=3.26, Synergy_Loewe=0.736, Synergy_HSA=1.96. (6) Drug 1: CC(CN1CC(=O)NC(=O)C1)N2CC(=O)NC(=O)C2. Synergy scores: CSS=24.2, Synergy_ZIP=-7.74, Synergy_Bliss=1.97, Synergy_Loewe=3.30, Synergy_HSA=3.65. Cell line: MCF7. Drug 2: CCC(=C(C1=CC=CC=C1)C2=CC=C(C=C2)OCCN(C)C)C3=CC=CC=C3.C(C(=O)O)C(CC(=O)O)(C(=O)O)O. (7) Drug 1: C1CC(=O)NC(=O)C1N2CC3=C(C2=O)C=CC=C3N. Drug 2: C1CN(CCN1C(=O)CCBr)C(=O)CCBr. Cell line: EKVX. Synergy scores: CSS=3.45, Synergy_ZIP=-2.12, Synergy_Bliss=-1.88, Synergy_Loewe=-0.292, Synergy_HSA=-2.09. (8) Drug 1: C1CC(C1)(C(=O)O)C(=O)O.[NH2-].[NH2-].[Pt+2]. Drug 2: C1=CC(=C(C=C1I)F)NC2=C(C=CC(=C2F)F)C(=O)NOCC(CO)O. Cell line: UACC62. Synergy scores: CSS=50.9, Synergy_ZIP=-1.30, Synergy_Bliss=-0.940, Synergy_Loewe=-8.13, Synergy_HSA=1.95. (9) Drug 1: C1CN1P(=S)(N2CC2)N3CC3. Drug 2: CN(CCCl)CCCl.Cl. Cell line: CCRF-CEM. Synergy scores: CSS=62.1, Synergy_ZIP=-3.29, Synergy_Bliss=-4.55, Synergy_Loewe=-9.32, Synergy_HSA=-3.07.